Dataset: M1 muscarinic receptor antagonist screen with 61,756 compounds. Task: Binary Classification. Given a drug SMILES string, predict its activity (active/inactive) in a high-throughput screening assay against a specified biological target. (1) The drug is O=C(NC1CCCCC1)CC(C(CCC(C)C)C(O)=O)C. The result is 0 (inactive). (2) The drug is S(=O)(=O)(NCc1cc2OCOc2cc1)c1c2ncccc2ccc1. The result is 0 (inactive). (3) The compound is o1c2c(c(c1C(=O)Nc1c(OC)cc(OC)cc1)C)cc(c(c2)C)C. The result is 0 (inactive). (4) The compound is S(=O)(=O)(N1CCC(CC1)C(=O)N1CCN(CC1)Cc1ccccc1)c1c(OC)ccc(OC)c1. The result is 0 (inactive). (5) The compound is S(=O)(=O)(c1c(S(=O)(=O)CCC)c(n2c1c1c(cc2)cccc1)C(=O)N)CCC. The result is 0 (inactive).